This data is from Forward reaction prediction with 1.9M reactions from USPTO patents (1976-2016). The task is: Predict the product of the given reaction. The product is: [Cl:1][C:2]1[CH:3]=[C:4]([S:8]([NH:11][C:12]2[CH:17]=[C:16]([C:31]#[N:32])[N:15]=[C:14]3[S:19][C:20]([CH3:30])=[C:21]([C:22]4[CH:27]=[CH:26][CH:25]=[C:24]([O:28][CH3:29])[CH:23]=4)[C:13]=23)(=[O:10])=[O:9])[CH:5]=[CH:6][CH:7]=1. Given the reactants [Cl:1][C:2]1[CH:3]=[C:4]([S:8]([NH:11][C:12]2[CH:17]=[C:16](Cl)[N:15]=[C:14]3[S:19][C:20]([CH3:30])=[C:21]([C:22]4[CH:27]=[CH:26][CH:25]=[C:24]([O:28][CH3:29])[CH:23]=4)[C:13]=23)(=[O:10])=[O:9])[CH:5]=[CH:6][CH:7]=1.[CH3:31][N:32]1C=CN=C1, predict the reaction product.